Dataset: NCI-60 drug combinations with 297,098 pairs across 59 cell lines. Task: Regression. Given two drug SMILES strings and cell line genomic features, predict the synergy score measuring deviation from expected non-interaction effect. (1) Drug 1: CC1=C(C=C(C=C1)NC2=NC=CC(=N2)N(C)C3=CC4=NN(C(=C4C=C3)C)C)S(=O)(=O)N.Cl. Drug 2: C(CCl)NC(=O)N(CCCl)N=O. Cell line: LOX IMVI. Synergy scores: CSS=15.9, Synergy_ZIP=-4.94, Synergy_Bliss=-3.32, Synergy_Loewe=-3.74, Synergy_HSA=-1.69. (2) Drug 1: CNC(=O)C1=CC=CC=C1SC2=CC3=C(C=C2)C(=NN3)C=CC4=CC=CC=N4. Drug 2: CC1=C2C(C(=O)C3(C(CC4C(C3C(C(C2(C)C)(CC1OC(=O)C(C(C5=CC=CC=C5)NC(=O)OC(C)(C)C)O)O)OC(=O)C6=CC=CC=C6)(CO4)OC(=O)C)O)C)O. Cell line: SN12C. Synergy scores: CSS=62.7, Synergy_ZIP=17.1, Synergy_Bliss=16.9, Synergy_Loewe=6.95, Synergy_HSA=18.8.